This data is from Full USPTO retrosynthesis dataset with 1.9M reactions from patents (1976-2016). The task is: Predict the reactants needed to synthesize the given product. (1) Given the product [F:22][C:19]1[CH:18]=[CH:17][C:16]([C:10]2[C:9]3[C:13](=[CH:14][CH:15]=[C:7]([C:5]4[NH:6][C:23]([C:24]5[CH:29]=[CH:28][N:27]=[CH:26][CH:25]=5)=[N:31][N:32]=4)[CH:8]=3)[NH:12][N:11]=2)=[CH:21][CH:20]=1, predict the reactants needed to synthesize it. The reactants are: Cl.C(O[C:5]([C:7]1[CH:8]=[C:9]2[C:13](=[CH:14][CH:15]=1)[NH:12][N:11]=[C:10]2[C:16]1[CH:21]=[CH:20][C:19]([F:22])=[CH:18][CH:17]=1)=[NH:6])C.[C:23]([NH:31][NH2:32])(=O)[C:24]1[CH:29]=[CH:28][N:27]=[CH:26][CH:25]=1. (2) Given the product [Cl:20][C:17]1[CH:16]=[CH:15][C:14]([CH2:13][N:10]2[C:11](=[O:12])[C:6]([C:4]([NH:25][CH2:26][C:27]([OH:29])=[O:28])=[O:5])=[C:7]([OH:24])[C:8]3=[CH:23][CH:22]=[CH:21][N:9]23)=[CH:19][CH:18]=1, predict the reactants needed to synthesize it. The reactants are: C(O[C:4]([C:6]1[C:11](=[O:12])[N:10]([CH2:13][C:14]2[CH:19]=[CH:18][C:17]([Cl:20])=[CH:16][CH:15]=2)[N:9]2[CH:21]=[CH:22][CH:23]=[C:8]2[C:7]=1[OH:24])=[O:5])C.[NH2:25][CH2:26][C:27]([O-:29])=[O:28].[Na+]. (3) The reactants are: Cl[C:2]1[C:11]2[C:6](=[CH:7][CH:8]=[CH:9][C:10]=2[O:12][CH:13]2[CH2:18][CH2:17][N:16]([CH3:19])[CH2:15][CH2:14]2)[N:5]=[CH:4][N:3]=1.[NH2:20][C:21]1[CH:33]=[CH:32][C:24]([C:25]([O:27][C:28]([CH3:31])([CH3:30])[CH3:29])=[O:26])=[C:23]([Cl:34])[CH:22]=1.Cl. Given the product [Cl:34][C:23]1[CH:22]=[C:21]([NH:20][C:2]2[C:11]3[C:6](=[CH:7][CH:8]=[CH:9][C:10]=3[O:12][CH:13]3[CH2:18][CH2:17][N:16]([CH3:19])[CH2:15][CH2:14]3)[N:5]=[CH:4][N:3]=2)[CH:33]=[CH:32][C:24]=1[C:25]([O:27][C:28]([CH3:31])([CH3:30])[CH3:29])=[O:26], predict the reactants needed to synthesize it. (4) Given the product [CH2:2]([NH:9][CH2:10][CH2:11][C:12]1[N:16]([C@@H:17]2[CH2:26][C:25]3[C:20](=[C:21]([F:28])[CH:22]=[C:23]([F:27])[CH:24]=3)[O:19][CH2:18]2)[C:15](=[S:29])[NH:14][CH:13]=1)[C:3]1[CH:8]=[CH:7][CH:6]=[CH:5][CH:4]=1, predict the reactants needed to synthesize it. The reactants are: Cl.[CH2:2]([NH:9][CH2:10][CH2:11][C:12]1[N:16]([C@@H:17]2[CH2:26][C:25]3[C:20](=[C:21]([F:28])[CH:22]=[C:23]([F:27])[CH:24]=3)[O:19][CH2:18]2)[C:15](=[S:29])[NH:14][CH:13]=1)[C:3]1[CH:8]=[CH:7][CH:6]=[CH:5][CH:4]=1. (5) Given the product [NH3:5].[CH:24]1([C:30](=[O:20])[CH2:35][CH2:34][N:5]2[CH2:6][CH:7]3[CH:3]([C:2]3([C:8]3[CH:9]=[C:10]([NH:14][S:15]([CH3:18])(=[O:17])=[O:16])[CH:11]=[CH:12][CH:13]=3)[CH3:1])[CH2:4]2)[CH2:29][CH2:28][CH2:27][CH2:26][CH2:25]1, predict the reactants needed to synthesize it. The reactants are: [CH3:1][C:2]1([C:8]2[CH:9]=[C:10]([NH:14][S:15]([CH3:18])(=[O:17])=[O:16])[CH:11]=[CH:12][CH:13]=2)[CH:7]2[CH:3]1[CH2:4][NH:5][CH2:6]2.C(=O)([O-])[OH:20].[Na+].[CH:24]1([C:30]2C(CCC=O)=C(S([O-])(=O)=O)C=[CH:34][C:35]=2Br)[CH2:29][CH2:28][CH2:27][CH2:26][CH2:25]1.C(OCC)C.